Dataset: Forward reaction prediction with 1.9M reactions from USPTO patents (1976-2016). Task: Predict the product of the given reaction. (1) Given the reactants Cl[C:2]1[C:3]2[N:4]([CH:17]=[CH:18][N:19]=2)[C:5]2[CH:6]=[CH:7][CH:8]=[C:9]([C:12]([O:14][CH2:15][CH3:16])=[O:13])[C:10]=2[N:11]=1.[F:20][C:21]1[CH:27]=[CH:26][CH:25]=[CH:24][C:22]=1[NH2:23], predict the reaction product. The product is: [F:20][C:21]1[CH:27]=[CH:26][CH:25]=[CH:24][C:22]=1[NH:23][C:2]1[C:3]2[N:4]([CH:17]=[CH:18][N:19]=2)[C:5]2[CH:6]=[CH:7][CH:8]=[C:9]([C:12]([O:14][CH2:15][CH3:16])=[O:13])[C:10]=2[N:11]=1. (2) The product is: [F:27][C:24]1([F:26])[CH2:23][NH:22][C@H:21]([CH2:19][NH:18][CH:11]2[CH:12]3[CH2:17][C:8]4([OH:7])[CH2:15][CH:14]([CH2:16][CH:10]2[CH2:9]4)[CH2:13]3)[CH2:25]1. Given the reactants [H-].[Al+3].[Li+].[H-].[H-].[H-].[OH:7][C:8]12[CH2:17][CH:12]3[CH2:13][CH:14]([CH2:16][CH:10]([CH:11]3[NH:18][C:19]([C@@H:21]3[CH2:25][C:24]([F:27])([F:26])[CH2:23][NH:22]3)=O)[CH2:9]1)[CH2:15]2, predict the reaction product. (3) Given the reactants Cl[C:2](Cl)([O:4]C(=O)OC(Cl)(Cl)Cl)Cl.[NH2:13][C:14]1[CH:23]=[C:22]2[C:17]([CH2:18][CH2:19][C:20](=[O:24])[NH:21]2)=[CH:16][CH:15]=1.CCN(C(C)C)C(C)C.[Cl-].[F:35][C:36]1[C:45]([F:46])=[C:44]2[C:39]([C@H:40]([NH3+:49])[CH2:41][C:42]([CH3:48])([CH3:47])[O:43]2)=[CH:38][CH:37]=1, predict the reaction product. The product is: [F:35][C:36]1[C:45]([F:46])=[C:44]2[C:39]([C@H:40]([NH:49][C:2]([NH:13][C:14]3[CH:23]=[C:22]4[C:17]([CH2:18][CH2:19][C:20](=[O:24])[NH:21]4)=[CH:16][CH:15]=3)=[O:4])[CH2:41][C:42]([CH3:47])([CH3:48])[O:43]2)=[CH:38][CH:37]=1. (4) The product is: [C:1]([C:3]1[CH:8]=[C:7]([CH2:9][C:10]([O:12][CH3:13])=[O:11])[CH:6]=[CH:5][C:4]=1[N:14]1[C:22]2[C:17](=[CH:18][C:19]([C:23]([OH:25])=[O:24])=[CH:20][CH:21]=2)[CH:16]=[CH:15]1)#[N:2]. Given the reactants [C:1]([C:3]1[CH:8]=[C:7]([CH2:9][C:10]([O:12][CH3:13])=[O:11])[CH:6]=[CH:5][C:4]=1[N:14]1[C:22]2[C:17](=[CH:18][C:19]([C:23]([O:25]C(C)(C)C)=[O:24])=[CH:20][CH:21]=2)[CH:16]=[CH:15]1)#[N:2].C(O)(C(F)(F)F)=O, predict the reaction product. (5) Given the reactants [F:1][C:2]1[C:8]([F:9])=[CH:7][CH:6]=[CH:5][C:3]=1[NH2:4].[C:10](Cl)(Cl)=[S:11].C(N(CC)CC)C, predict the reaction product. The product is: [F:1][C:2]1[C:8]([F:9])=[CH:7][CH:6]=[CH:5][C:3]=1[N:4]=[C:10]=[S:11]. (6) Given the reactants C[O:2][C:3]1[C:8]([NH:9][C:10]2[C:15]([CH3:16])=[C:14]([N:17]3[CH2:22][CH2:21][O:20][CH2:19][CH2:18]3)[N:13]=[C:12]([NH:23][C@@H:24]3[CH2:29][CH2:28][CH2:27][N:26](C(OC(C)(C)C)=O)[CH2:25]3)[N:11]=2)=[CH:7][CH:6]=[CH:5][N:4]=1.Cl, predict the reaction product. The product is: [CH3:16][C:15]1[C:10]([NH:9][C:8]2[C:3](=[O:2])[NH:4][CH:5]=[CH:6][CH:7]=2)=[N:11][C:12]([NH:23][C@@H:24]2[CH2:29][CH2:28][CH2:27][NH:26][CH2:25]2)=[N:13][C:14]=1[N:17]1[CH2:22][CH2:21][O:20][CH2:19][CH2:18]1. (7) Given the reactants [NH2:1][C:2]1[C:12]([CH2:13][C:14]2[C:23]3[C:18](=[CH:19][CH:20]=[CH:21][CH:22]=3)[CH:17]=[CH:16][CH:15]=2)=[C:5]2[NH:6][C:7](=[O:11])[CH2:8][C:9](=[O:10])[N:4]2[N:3]=1.[C:24]1(=O)[O:29][C:27](=[O:28])[C:26]2=[CH:30][CH:31]=[CH:32][CH:33]=[C:25]12, predict the reaction product. The product is: [O:28]=[C:27]1[C:26]2[C:25](=[CH:33][CH:32]=[CH:31][CH:30]=2)[C:24](=[O:29])[N:1]1[C:2]1[C:12]([CH2:13][C:14]2[C:23]3[C:18](=[CH:19][CH:20]=[CH:21][CH:22]=3)[CH:17]=[CH:16][CH:15]=2)=[C:5]2[NH:6][C:7](=[O:11])[CH2:8][C:9](=[O:10])[N:4]2[N:3]=1.